This data is from Full USPTO retrosynthesis dataset with 1.9M reactions from patents (1976-2016). The task is: Predict the reactants needed to synthesize the given product. (1) Given the product [Cl:1][C:2]1[CH:7]=[CH:6][C:5]([S:8]([N:23]([CH3:22])[C:24]2[CH:29]=[CH:28][CH:27]=[CH:26][CH:25]=2)(=[O:10])=[O:9])=[CH:4][C:3]=1[N+:12]([O-:14])=[O:13], predict the reactants needed to synthesize it. The reactants are: [Cl:1][C:2]1[CH:7]=[CH:6][C:5]([S:8](Cl)(=[O:10])=[O:9])=[CH:4][C:3]=1[N+:12]([O-:14])=[O:13].C(N(CC)CC)C.[CH3:22][NH:23][C:24]1[CH:29]=[CH:28][CH:27]=[CH:26][CH:25]=1. (2) Given the product [Br:1][C:2]1[CH:7]=[CH:6][C:5]([CH:8]2[CH2:9][C:17](=[O:18])[C:19]3[C:20](=[CH:21][CH:22]=[CH:23][CH:24]=3)[O:25]2)=[CH:4][CH:3]=1, predict the reactants needed to synthesize it. The reactants are: [Br:1][C:2]1[CH:7]=[CH:6][C:5](/[CH:8]=[C:9](\[C:17]([C:19]2[CH:24]=[CH:23][CH:22]=[CH:21][C:20]=2[OH:25])=[O:18])/C(OC(C)(C)C)=O)=[CH:4][CH:3]=1.C1(C)C=CC(S(O)(=O)=O)=CC=1. (3) Given the product [CH2:8]([O:15][C@H:16]1[C@H:21]([O:22][CH2:23][C:24]2[CH:29]=[CH:28][CH:27]=[CH:26][CH:25]=2)[C@H:20]([O:30][CH2:31][C:32]2[CH:33]=[CH:34][CH:35]=[CH:36][CH:37]=2)[C@H:19]([CH3:38])[O:18][C:17]1=[O:39])[C:9]1[CH:14]=[CH:13][CH:12]=[CH:11][CH:10]=1, predict the reactants needed to synthesize it. The reactants are: C(OC(=O)C)(=O)C.[CH2:8]([O:15][C@H:16]1[C@H:21]([O:22][CH2:23][C:24]2[CH:29]=[CH:28][CH:27]=[CH:26][CH:25]=2)[C@H:20]([O:30][CH2:31][C:32]2[CH:37]=[CH:36][CH:35]=[CH:34][CH:33]=2)[C@H:19]([CH3:38])[O:18][CH:17]1[OH:39])[C:9]1[CH:14]=[CH:13][CH:12]=[CH:11][CH:10]=1.CCOC(C)=O. (4) Given the product [C:1]1([C:7]2[N:11]=[C:10]([N:12]3[CH2:17][CH2:16][N:15]([C:34]([NH:33][C:30]4[CH:29]=[CH:28][C:27]([C:26]([F:25])([F:36])[F:37])=[CH:32][CH:31]=4)=[O:35])[CH2:14][CH2:13]3)[S:9][N:8]=2)[CH:2]=[CH:3][CH:4]=[CH:5][CH:6]=1, predict the reactants needed to synthesize it. The reactants are: [C:1]1([C:7]2[N:11]=[C:10]([N:12]3[CH2:17][CH2:16][NH:15][CH2:14][CH2:13]3)[S:9][N:8]=2)[CH:6]=[CH:5][CH:4]=[CH:3][CH:2]=1.C(N(CC)CC)C.[F:25][C:26]([F:37])([F:36])[C:27]1[CH:32]=[CH:31][C:30]([N:33]=[C:34]=[O:35])=[CH:29][CH:28]=1.